The task is: Predict the product of the given reaction.. This data is from Forward reaction prediction with 1.9M reactions from USPTO patents (1976-2016). (1) Given the reactants [F:1][C:2]1[C:7]([F:8])=[CH:6][C:5]([CH2:9][CH2:10][OH:11])=[C:4]([O:12]C)[CH:3]=1.B(Br)(Br)Br.O, predict the reaction product. The product is: [F:8][C:7]1[C:2]([F:1])=[CH:3][C:4]([OH:12])=[C:5]([CH2:9][CH2:10][OH:11])[CH:6]=1. (2) Given the reactants [C:1](Cl)(Cl)=[S:2].[Cl:5][C:6]1[C:11]([NH2:12])=[CH:10][CH:9]=[C:8]([CH3:13])[N:7]=1.C(=O)([O-])[O-].[Na+].[Na+], predict the reaction product. The product is: [Cl:5][C:6]1[C:11]([N:12]=[C:1]=[S:2])=[CH:10][CH:9]=[C:8]([CH3:13])[N:7]=1. (3) Given the reactants [C:1]([C:3]1[CH:8]=[CH:7][CH:6]=[CH:5][C:4]=1[C:9]1[CH:14]=[CH:13][C:12]([CH2:15][C:16]2[C:17](=[O:39])[N:18]([C@H:29]3[CH2:32][C@H:31]([C:33](N(OC)C)=[O:34])[CH2:30]3)[C:19]3[N:20]([N:25]=[C:26]([CH3:28])[N:27]=3)[C:21]=2[CH2:22][CH2:23][CH3:24])=[C:11]([F:40])[CH:10]=1)#[N:2].[CH3:41][Mg]Br.O1CCCC1, predict the reaction product. The product is: [C:33]([C@H:31]1[CH2:32][C@H:29]([N:18]2[C:17](=[O:39])[C:16]([CH2:15][C:12]3[CH:13]=[CH:14][C:9]([C:4]4[C:3]([C:1]#[N:2])=[CH:8][CH:7]=[CH:6][CH:5]=4)=[CH:10][C:11]=3[F:40])=[C:21]([CH2:22][CH2:23][CH3:24])[N:20]3[N:25]=[C:26]([CH3:28])[N:27]=[C:19]23)[CH2:30]1)(=[O:34])[CH3:41]. (4) Given the reactants [N:1]1([CH2:7]O)[CH2:6][CH2:5][CH2:4][CH2:3][CH2:2]1.ClC1[N:15]=[CH:14][C:13]([CH2:16][CH3:17])=[CH:12][N:11]=1.[C:18]([O-])([O-])=[O:19].[K+].[K+], predict the reaction product. The product is: [CH2:16]([C:13]1[CH:12]=[N:11][C:7]([N:1]2[CH2:2][CH2:3][CH:4]([CH2:18][OH:19])[CH2:5][CH2:6]2)=[N:15][CH:14]=1)[CH3:17]. (5) Given the reactants [CH:1]([C:3]1[CH:4]=[C:5]2[C:9](=[CH:10][CH:11]=1)[C:8]1([CH2:14][N:13]([C:15]([O:17][C:18]([CH3:21])([CH3:20])[CH3:19])=[O:16])[CH2:12]1)[O:7][CH2:6]2)=O.CO.Cl.[OH:25][NH2:26].C([O-])(=O)C.[Na+], predict the reaction product. The product is: [OH:25][N:26]=[CH:1][C:3]1[CH:4]=[C:5]2[C:9](=[CH:10][CH:11]=1)[C:8]1([CH2:14][N:13]([C:15]([O:17][C:18]([CH3:21])([CH3:20])[CH3:19])=[O:16])[CH2:12]1)[O:7][CH2:6]2. (6) Given the reactants [F:1][C:2]1[CH:3]=[C:4]([CH:7]=[C:8]([F:10])[CH:9]=1)[CH2:5][NH2:6].[CH2:11]([O:18][NH:19][C:20]([C:22]1[N:27]=[CH:26][C:25]2[C:28](=[O:31])[O:29][CH2:30][C:24]=2[C:23]=1[O:32][CH2:33][C:34]1[CH:39]=[CH:38][CH:37]=[CH:36][CH:35]=1)=[O:21])[C:12]1[CH:17]=[CH:16][CH:15]=[CH:14][CH:13]=1, predict the reaction product. The product is: [CH2:11]([O:18][NH:19][C:20]([C:22]1[C:23]([O:32][CH2:33][C:34]2[CH:39]=[CH:38][CH:37]=[CH:36][CH:35]=2)=[C:24]([CH2:30][OH:29])[C:25]([C:28]([NH:6][CH2:5][C:4]2[CH:3]=[C:2]([F:1])[CH:9]=[C:8]([F:10])[CH:7]=2)=[O:31])=[CH:26][N:27]=1)=[O:21])[C:12]1[CH:17]=[CH:16][CH:15]=[CH:14][CH:13]=1. (7) Given the reactants [F:8][C:7]([F:10])([F:9])[C:6](O[C:6](=[O:11])[C:7]([F:10])([F:9])[F:8])=[O:11].[CH2:14]([NH2:22])[CH2:15][C:16]1[CH:21]=[CH:20][CH:19]=[CH:18][CH:17]=1.C(N(CC)CC)C, predict the reaction product. The product is: [F:10][C:7]([F:8])([F:9])[C:6]([NH:22][CH2:14][CH2:15][C:16]1[CH:21]=[CH:20][CH:19]=[CH:18][CH:17]=1)=[O:11]. (8) The product is: [CH2:62]([O:64][C:65](=[O:71])[CH2:66][CH:67]([OH:68])[CH2:69][Cl:70])[CH3:63]. Given the reactants P([O-])([O-])([O-])=O.[K+].[K+].[K+].C1N=C(N)C2N=CN([C@@H]3O[C@H](COP(OP(OC[C@H]4O[C@@H](N5C=C(C(N)=O)CC=C5)[C@H](O)[C@@H]4O)(O)=O)(O)=O)[C@@H](O)[C@H]3O)C=2N=1.C[C@@H](O)CCCCCC.[CH2:62]([O:64][C:65](=[O:71])[CH2:66][C:67]([CH2:69][Cl:70])=[O:68])[CH3:63], predict the reaction product. (9) Given the reactants [NH2:1][C:2]1[N:6]([C@@H:7]2[O:13][C@H:12]([CH2:14][OH:15])[C@@H:10]([OH:11])[C@H:8]2[OH:9])[CH:5]=[N:4][C:3]=1[C:16]([NH2:18])=[O:17].[N+](=[CH2:21])=[N-].O.O.[Sn](Cl)Cl, predict the reaction product. The product is: [NH2:1][C:2]1[N:6]([C@@H:7]2[O:13][C@H:12]([CH2:14][OH:15])[C@@H:10]([OH:11])[C@H:8]2[O:9][CH3:21])[CH:5]=[N:4][C:3]=1[C:16]([NH2:18])=[O:17].